Dataset: Full USPTO retrosynthesis dataset with 1.9M reactions from patents (1976-2016). Task: Predict the reactants needed to synthesize the given product. (1) Given the product [CH3:16][N:12]1[CH:13]=[CH:14][N:15]=[C:11]1[C:9]1[S:10][C:3]2[C:4](=[N:5][CH:6]=[CH:7][C:2]=2[O:17][C:18]2[CH:19]=[C:20]3[C:25](=[CH:26][CH:27]=2)[C:24]([C:28]([OH:30])=[O:29])=[CH:23][CH:22]=[CH:21]3)[CH:8]=1, predict the reactants needed to synthesize it. The reactants are: Cl[C:2]1[CH:7]=[CH:6][N:5]=[C:4]2[CH:8]=[C:9]([C:11]3[N:12]([CH3:16])[CH:13]=[CH:14][N:15]=3)[S:10][C:3]=12.[OH:17][C:18]1[CH:19]=[C:20]2[C:25](=[CH:26][CH:27]=1)[C:24]([C:28]([OH:30])=[O:29])=[CH:23][CH:22]=[CH:21]2.C([O-])([O-])=O.[Cs+].[Cs+]. (2) Given the product [CH3:18][CH:17]([O:16][C:14]([C:10]1[S:11][C:12]([NH:13][C:37]([O:39][CH2:40][CH2:41][CH2:42][CH2:43][CH2:44][CH2:45][CH3:46])=[O:38])=[C:8]([C:6]([O:5][C:1]([CH3:3])([CH3:2])[CH3:4])=[O:7])[C:9]=1[CH3:24])=[O:15])[CH2:19][CH2:20][CH2:21][CH2:22][CH3:23], predict the reactants needed to synthesize it. The reactants are: [C:1]([O:5][C:6]([C:8]1[C:9]([CH3:24])=[C:10]([C:14]([O:16][CH:17]([CH2:19][CH2:20][CH2:21][CH2:22][CH3:23])[CH3:18])=[O:15])[S:11][C:12]=1[NH2:13])=[O:7])([CH3:4])([CH3:3])[CH3:2].C1CCN2C(=NCCC2)CC1.Cl[C:37]([O:39][CH2:40][CH2:41][CH2:42][CH2:43][CH2:44][CH2:45][CH3:46])=[O:38]. (3) Given the product [OH:15][C:10]1(/[CH:16]=[CH:17]/[C:18]2[CH:23]=[CH:22][CH:21]=[CH:20][C:19]=2[CH3:24])[C:11]([CH3:14])([CH3:13])[CH2:12][C:4](=[O:3])[CH:8]=[C:9]1[CH3:25], predict the reactants needed to synthesize it. The reactants are: CC1C(C)O[C:4]2([CH2:12][C:11]([CH3:14])([CH3:13])[C:10](/[CH:16]=[CH:17]/[C:18]3[CH:23]=[CH:22][CH:21]=[CH:20][C:19]=3[CH3:24])([OH:15])[C:9]([CH3:25])=[CH:8]2)[O:3]1.O. (4) The reactants are: [NH2:1][C:2]1[CH:3]=[CH:4][C:5]2[S:9][N:8]=[C:7]([NH:10][CH2:11][CH2:12][NH:13][C:14](=[O:21])[C:15]3[CH:20]=[CH:19][CH:18]=[CH:17][N:16]=3)[C:6]=2[CH:22]=1.C(N(CC)CC)C.[C:30](Cl)(=[O:32])[CH3:31]. Given the product [C:30]([NH:1][C:2]1[CH:3]=[CH:4][C:5]2[S:9][N:8]=[C:7]([NH:10][CH2:11][CH2:12][NH:13][C:14](=[O:21])[C:15]3[CH:20]=[CH:19][CH:18]=[CH:17][N:16]=3)[C:6]=2[CH:22]=1)(=[O:32])[CH3:31], predict the reactants needed to synthesize it.